Dataset: Forward reaction prediction with 1.9M reactions from USPTO patents (1976-2016). Task: Predict the product of the given reaction. (1) Given the reactants C(OC([N:8]1[CH2:13][CH2:12][N:11]([C:14]([C:16]2[N:17]=[C:18]([CH3:28])[S:19][C:20]=2[C:21]2[CH:26]=[CH:25][C:24]([F:27])=[CH:23][CH:22]=2)=[O:15])[CH:10]([CH2:29][C:30]2[NH:31][CH:32]=[C:33]([C:35]3[CH:40]=[CH:39][C:38]([F:41])=[CH:37][CH:36]=3)[N:34]=2)[CH2:9]1)=O)(C)(C)C, predict the reaction product. The product is: [F:41][C:38]1[CH:39]=[CH:40][C:35]([C:33]2[N:34]=[C:30]([CH2:29][CH:10]3[CH2:9][NH:8][CH2:13][CH2:12][N:11]3[C:14]([C:16]3[N:17]=[C:18]([CH3:28])[S:19][C:20]=3[C:21]3[CH:22]=[CH:23][C:24]([F:27])=[CH:25][CH:26]=3)=[O:15])[NH:31][CH:32]=2)=[CH:36][CH:37]=1. (2) Given the reactants [ClH:1].C(OC(=O)[NH:8][CH2:9][CH2:10][N:11]1[CH:15]=[C:14]([CH2:16][CH3:17])[N:13]=[CH:12]1)(C)(C)C, predict the reaction product. The product is: [CH2:16]([C:14]1[N:13]=[CH:12][N:11]([CH2:10][CH2:9][NH2:8])[CH:15]=1)[CH3:17].[ClH:1]. (3) Given the reactants [H-].[Na+].[Cl:3][C:4]1[CH:5]=[C:6]2[C:10](=[CH:11][C:12]=1[N+:13]([O-:15])=[O:14])[C:9](=[O:16])[NH:8][C:7]2=[O:17].[CH3:18]I.O, predict the reaction product. The product is: [Cl:3][C:4]1[CH:5]=[C:6]2[C:10](=[CH:11][C:12]=1[N+:13]([O-:15])=[O:14])[C:9](=[O:16])[N:8]([CH3:18])[C:7]2=[O:17]. (4) Given the reactants [CH2:1]([CH:8]1[NH:13][C:12](=[O:14])[CH2:11][NH:10][C:9]1=[O:15])[C:2]1[CH:7]=[CH:6][CH:5]=[CH:4][CH:3]=1, predict the reaction product. The product is: [C:12]([N:10]1[CH2:11][C:12](=[O:14])[N:13]([C:9](=[O:15])[CH3:8])[CH:8]([CH2:1][C:2]2[CH:3]=[CH:4][CH:5]=[CH:6][CH:7]=2)[C:9]1=[O:15])(=[O:14])[CH3:11]. (5) Given the reactants [Cl:1][C:2]1[CH:7]=[C:6]([CH2:8]O)[CH:5]=[CH:4][N:3]=1.S(Cl)([Cl:12])=O, predict the reaction product. The product is: [Cl:1][C:2]1[CH:7]=[C:6]([CH2:8][Cl:12])[CH:5]=[CH:4][N:3]=1. (6) Given the reactants [NH2:1][C:2]1[C:11]2[C:6](=[C:7](Br)[CH:8]=[CH:9][CH:10]=2)[N:5]=[N:4][C:3]=1[C:13]([NH:15][CH:16]1[CH2:18][CH2:17]1)=[O:14].[F:19][C:20]1[C:25]([O:26][CH3:27])=[CH:24][CH:23]=[CH:22][C:21]=1B(O)O, predict the reaction product. The product is: [NH2:1][C:2]1[C:11]2[C:6](=[C:7]([C:21]3[CH:22]=[CH:23][CH:24]=[C:25]([O:26][CH3:27])[C:20]=3[F:19])[CH:8]=[CH:9][CH:10]=2)[N:5]=[N:4][C:3]=1[C:13]([NH:15][CH:16]1[CH2:18][CH2:17]1)=[O:14]. (7) Given the reactants Cl.[CH3:2][O:3][C:4]1[CH:5]=[C:6]([CH:11]=[CH:12][C:13]=1[C:14]1[O:18][C:17]([CH3:19])=[N:16][CH:15]=1)[C:7]([NH:9][NH2:10])=[O:8].[Cl:20][CH2:21][CH2:22][CH2:23][CH2:24][CH:25]([C:29]1[CH:34]=[CH:33][C:32]([Cl:35])=[C:31]([Cl:36])[CH:30]=1)[C:26](O)=O.C(N(CC)CC)C.CN(C(ON1N=NC2C=CC=NC1=2)=[N+](C)C)C.F[P-](F)(F)(F)(F)F.C(Cl)(Cl)(Cl)Cl.C1(P(C2C=CC=CC=2)C2C=CC=CC=2)C=CC=CC=1, predict the reaction product. The product is: [Cl:20][CH2:21][CH2:22][CH2:23][CH2:24][CH:25]([C:26]1[O:8][C:7]([C:6]2[CH:11]=[CH:12][C:13]([C:14]3[O:18][C:17]([CH3:19])=[N:16][CH:15]=3)=[C:4]([O:3][CH3:2])[CH:5]=2)=[N:9][N:10]=1)[C:29]1[CH:34]=[CH:33][C:32]([Cl:35])=[C:31]([Cl:36])[CH:30]=1. (8) Given the reactants [Cl:1][C:2]1[CH:7]=[CH:6][C:5]([NH:8][C:9]([NH:11][C@@H:12]([C:18]([N:20]2[CH2:25][CH2:24][CH:23]([N:26]3[CH2:30][C:29]4=[CH:31][N:32]=[C:33]([CH3:34])[N:28]4[C:27]3=[O:35])[CH2:22][CH2:21]2)=[O:19])[C:13]([CH3:17])([S:15][CH3:16])[CH3:14])=[O:10])=[CH:4][CH:3]=1.[CH3:36][S:37]([OH:40])(=O)=[O:38].ClC1C=CC=C(C(OO)=O)C=1.S([O-])([O-])=O.[Na+].[Na+].C(=O)([O-])O.[Na+], predict the reaction product. The product is: [Cl:1][C:2]1[CH:3]=[CH:4][C:5]([NH:8][C:9]([NH:11][C@@H:12]([C:18]([N:20]2[CH2:25][CH2:24][CH:23]([N:26]3[CH2:30][C:29]4=[CH:31][N:32]=[C:33]([CH3:34])[N:28]4[C:27]3=[O:35])[CH2:22][CH2:21]2)=[O:19])[C:13]([CH3:14])([S:15]([CH3:16])=[O:38])[CH3:17])=[O:10])=[CH:6][CH:7]=1.[Cl:1][C:2]1[CH:3]=[CH:4][C:5]([NH:8][C:9]([NH:11][C@@H:12]([C:18]([N:20]2[CH2:25][CH2:24][CH:23]([N:26]3[CH2:30][C:29]4=[CH:31][N:32]=[C:33]([CH3:34])[N:28]4[C:27]3=[O:35])[CH2:22][CH2:21]2)=[O:19])[C:13]([CH3:14])([S:37]([CH3:36])(=[O:40])=[O:38])[CH3:17])=[O:10])=[CH:6][CH:7]=1. (9) Given the reactants [C:1]([C:4]12[CH2:11][CH2:10][C:7]([NH:12][CH2:13][C:14]([N:16]3[CH2:20][C@@H:19]([F:21])[CH2:18][C@H:17]3[C:22]#[N:23])=[O:15])([CH2:8][CH2:9]1)[CH2:6][CH2:5]2)(O)=[O:2].[CH:24]1([C@H:30]([NH2:32])[CH3:31])[CH2:29][CH2:28][CH2:27][CH2:26][CH2:25]1, predict the reaction product. The product is: [CH:24]1([C@H:30]([NH:32][C:1]([C:4]23[CH2:5][CH2:6][C:7]([NH:12][CH2:13][C:14]([N:16]4[CH2:20][C@@H:19]([F:21])[CH2:18][C@H:17]4[C:22]#[N:23])=[O:15])([CH2:10][CH2:11]2)[CH2:8][CH2:9]3)=[O:2])[CH3:31])[CH2:29][CH2:28][CH2:27][CH2:26][CH2:25]1.